From a dataset of Forward reaction prediction with 1.9M reactions from USPTO patents (1976-2016). Predict the product of the given reaction. (1) The product is: [Br:1][C:2]1[CH:17]=[C:16]([S:18]([CH2:21][CH3:22])(=[O:19])=[O:20])[CH:15]=[CH:14][C:3]=1[O:4][C:5]1[C:12]([CH3:13])=[CH:11][CH:10]=[CH:9][C:6]=1[CH2:7][OH:8]. Given the reactants [Br:1][C:2]1[CH:17]=[C:16]([S:18]([CH2:21][CH3:22])(=[O:20])=[O:19])[CH:15]=[CH:14][C:3]=1[O:4][C:5]1[C:12]([CH3:13])=[CH:11][CH:10]=[CH:9][C:6]=1[CH:7]=[O:8].[BH4-].[Na+], predict the reaction product. (2) Given the reactants [NH2:1][C:2]1[N:19]=[CH:18][C:5]2[N:6]=[CH:7][N:8]=[C:9]([NH:10][C:11]3[CH:16]=[CH:15][CH:14]=[C:13]([Br:17])[CH:12]=3)[C:4]=2[CH:3]=1.[C:20](O)(=[O:23])[C:21]#[CH:22].Cl.CN(C)CCCN=C=NCC.C(OCC)(=O)C, predict the reaction product. The product is: [Br:17][C:13]1[CH:12]=[C:11]([NH:10][C:9]2[C:4]3[CH:3]=[C:2]([NH:1][C:20](=[O:23])[C:21]#[CH:22])[N:19]=[CH:18][C:5]=3[N:6]=[CH:7][N:8]=2)[CH:16]=[CH:15][CH:14]=1. (3) Given the reactants [C:1]([O:4][CH:5]([C:11](=[O:14])[CH2:12][CH3:13])[C:6]([O:8][CH2:9][CH3:10])=[O:7])(=[O:3])[CH3:2].S(Cl)([Cl:18])(=O)=O, predict the reaction product. The product is: [C:1]([O:4][C:5]([Cl:18])([C:11](=[O:14])[CH2:12][CH3:13])[C:6]([O:8][CH2:9][CH3:10])=[O:7])(=[O:3])[CH3:2].